From a dataset of Full USPTO retrosynthesis dataset with 1.9M reactions from patents (1976-2016). Predict the reactants needed to synthesize the given product. (1) Given the product [NH2:1][C:2]1[N:7]=[CH:6][N:5]=[C:4]([CH:10]([OH:12])[CH3:11])[N:3]=1, predict the reactants needed to synthesize it. The reactants are: [NH2:1][C:2]1[N:7]=[C:6](SC)[N:5]=[C:4]([CH:10]([OH:12])[CH3:11])[N:3]=1. (2) The reactants are: [CH3:1][O:2][CH2:3][C:4]([NH:6][C:7]1[CH:12]=[C:11]([O:13][C:14]2[CH:19]=[CH:18][C:17]([N+:20]([O-])=O)=[C:16]([S:23]([CH3:26])(=[O:25])=[O:24])[CH:15]=2)[CH:10]=[CH:9][N:8]=1)=[O:5].C(Cl)Cl.CC(O)=O.[H][H]. Given the product [NH2:20][C:17]1[CH:18]=[CH:19][C:14]([O:13][C:11]2[CH:10]=[CH:9][N:8]=[C:7]([NH:6][C:4](=[O:5])[CH2:3][O:2][CH3:1])[CH:12]=2)=[CH:15][C:16]=1[S:23]([CH3:26])(=[O:25])=[O:24], predict the reactants needed to synthesize it. (3) Given the product [NH2:6][C:7]1[CH:8]=[CH:9][CH:10]=[CH:11][C:1]=1[C:2]([NH:14][CH3:13])=[O:3], predict the reactants needed to synthesize it. The reactants are: [C:1]12[C:7](=[CH:8][CH:9]=[CH:10][CH:11]=1)[NH:6]C(=O)O[C:2]2=[O:3].[CH3:13][NH2:14].O1CCCC1. (4) Given the product [Cl:5][C:6]1[CH:15]=[CH:14][C:13]2[C:8](=[C:9]([N+:1]([O-:4])=[O:2])[CH:10]=[CH:11][CH:12]=2)[N:7]=1, predict the reactants needed to synthesize it. The reactants are: [N+:1]([O-:4])(O)=[O:2].[Cl:5][C:6]1[CH:15]=[CH:14][C:13]2[C:8](=[CH:9][CH:10]=[CH:11][CH:12]=2)[N:7]=1. (5) Given the product [F:1][C:2]1[CH:7]=[C:6]([I:8])[CH:5]=[CH:4][C:3]=1[N:9]([C:17]1[N:18]([CH3:34])[C:19](=[O:33])[CH:20]=[CH:21][C:22]=1[NH:23][S:24]([C:27]1([CH2:30][CH2:31][OH:32])[CH2:29][CH2:28]1)(=[O:26])=[O:25])[C:10](=[O:16])[O:11][C:12]([CH3:15])([CH3:14])[CH3:13], predict the reactants needed to synthesize it. The reactants are: [F:1][C:2]1[CH:7]=[C:6]([I:8])[CH:5]=[CH:4][C:3]=1[N:9]([C:17]1[N:18]([CH3:34])[C:19](=[O:33])[CH:20]=[CH:21][C:22]=1[NH:23][S:24]([C:27]1([CH2:30][CH:31]=[O:32])[CH2:29][CH2:28]1)(=[O:26])=[O:25])[C:10](=[O:16])[O:11][C:12]([CH3:15])([CH3:14])[CH3:13].[BH4-].[Na+]. (6) Given the product [CH3:37][C:23]([NH:22][CH2:15][C@@H:16]1[O:29][C:27](=[O:28])[N:5]([C:4]2[CH:6]=[CH:7][C:8]([N:9]3[CH2:14][CH2:13][O:12][CH2:11][CH2:10]3)=[C:2]([F:1])[CH:3]=2)[CH2:17]1)=[O:25], predict the reactants needed to synthesize it. The reactants are: [F:1][C:2]1[CH:3]=[C:4]([CH:6]=[CH:7][C:8]=1[N:9]1[CH2:14][CH2:13][O:12][CH2:11][CH2:10]1)[NH2:5].[CH2:15]([NH:22][C:23](=[O:25])[O-])[C:16]1C=CC=C[CH:17]=1.Cl[C:27]([O:29]CC1C=CC=CC=1)=[O:28].[CH2:37]([Li])CCC.C(N)(=O)C. (7) The reactants are: [C:1]([C:3]1[CH:8]=[CH:7][CH:6]=[CH:5][CH:4]=1)#[CH:2].[Li]CCCC.[Br:14][C:15]1[CH:22]=[CH:21][CH:20]=[CH:19][C:16]=1[CH:17]=[O:18]. Given the product [Br:14][C:15]1[CH:22]=[CH:21][CH:20]=[CH:19][C:16]=1[CH:17]([OH:18])[C:2]#[C:1][C:3]1[CH:8]=[CH:7][CH:6]=[CH:5][CH:4]=1, predict the reactants needed to synthesize it. (8) Given the product [Cl:23][C:24]1[CH:29]=[CH:28][C:27]([NH:30][C:31]([NH:19][C:18]2[CH:20]=[CH:21][CH:22]=[C:16]([O:15][C:6]3[C:5]4[C:10](=[CH:11][C:12]([O:13][CH3:14])=[C:3]([O:2][CH3:1])[CH:4]=4)[N:9]=[CH:8][N:7]=3)[CH:17]=2)=[O:32])=[CH:26][CH:25]=1, predict the reactants needed to synthesize it. The reactants are: [CH3:1][O:2][C:3]1[CH:4]=[C:5]2[C:10](=[CH:11][C:12]=1[O:13][CH3:14])[N:9]=[CH:8][N:7]=[C:6]2[O:15][C:16]1[CH:17]=[C:18]([CH:20]=[CH:21][CH:22]=1)[NH2:19].[Cl:23][C:24]1[CH:29]=[CH:28][C:27]([N:30]=[C:31]=[O:32])=[CH:26][CH:25]=1. (9) Given the product [CH3:18][N:19]([CH2:2][CH2:3][CH2:4][CH2:5][CH2:6][CH2:7][O:8][C:9]1[CH:14]=[CH:13][C:12]([Br:15])=[CH:11][CH:10]=1)[CH2:20][CH3:21], predict the reactants needed to synthesize it. The reactants are: Cl[CH2:2][CH2:3][CH2:4][CH2:5][CH2:6][CH2:7][O:8][C:9]1[CH:14]=[CH:13][C:12]([Br:15])=[CH:11][CH:10]=1.[OH-].[Na+].[CH3:18][NH:19][CH2:20][CH3:21]. (10) The reactants are: B(Br)(Br)Br.C[O:6][C:7]1[CH:16]=[C:15]2[C:10]([CH:11]=[CH:12][C:13](=[O:18])[N:14]2[CH3:17])=[CH:9][C:8]=1[C:19]1[N:20]=[N:21][C:22]([N:25]([CH3:36])[CH:26]2[CH2:31][C:30]([CH3:33])([CH3:32])[NH:29][C:28]([CH3:35])([CH3:34])[CH2:27]2)=[CH:23][CH:24]=1.COC1C=C2C(C=CC(=O)N2)=CC=1B1OC(C)(C)C(C)(C)O1.[ClH:59]. Given the product [ClH:59].[OH:6][C:7]1[CH:16]=[C:15]2[C:10]([CH:11]=[CH:12][C:13](=[O:18])[N:14]2[CH3:17])=[CH:9][C:8]=1[C:19]1[N:20]=[N:21][C:22]([N:25]([CH3:36])[CH:26]2[CH2:27][C:28]([CH3:34])([CH3:35])[NH:29][C:30]([CH3:33])([CH3:32])[CH2:31]2)=[CH:23][CH:24]=1, predict the reactants needed to synthesize it.